From a dataset of Reaction yield outcomes from USPTO patents with 853,638 reactions. Predict the reaction yield, written as a fraction of the theoretical maximum amount of product (1.0 means a 100% yield; for example, 0.34 means a 34% yield). The reactants are [OH:1][CH:2]1[CH2:8][CH2:7][CH2:6][N:5]([C:9]([O:11][C:12]([CH3:15])([CH3:14])[CH3:13])=[O:10])[CH2:4][CH2:3]1.[CH3:16][S:17][C:18]1[C:26](O)=[CH:25][CH:24]=[C:23]2[C:19]=1[CH:20]=[N:21][NH:22]2.C1(P(C2C=CC=CC=2)C2C=CC=CC=2)C=CC=CC=1.N(C(OC(C)C)=O)=NC(OC(C)C)=O. The catalyst is O1CCCC1. The product is [CH3:16][S:17][C:18]1[C:26]([O:1][CH:2]2[CH2:8][CH2:7][CH2:6][N:5]([C:9]([O:11][C:12]([CH3:15])([CH3:14])[CH3:13])=[O:10])[CH2:4][CH2:3]2)=[CH:25][CH:24]=[C:23]2[C:19]=1[CH:20]=[N:21][NH:22]2. The yield is 0.400.